This data is from Peptide-MHC class I binding affinity with 185,985 pairs from IEDB/IMGT. The task is: Regression. Given a peptide amino acid sequence and an MHC pseudo amino acid sequence, predict their binding affinity value. This is MHC class I binding data. The peptide sequence is NAYERMCNT. The MHC is HLA-B14:02 with pseudo-sequence HLA-B14:02. The binding affinity (normalized) is 0.314.